This data is from Catalyst prediction with 721,799 reactions and 888 catalyst types from USPTO. The task is: Predict which catalyst facilitates the given reaction. (1) Reactant: [C:1](=O)([O-])[O-].[Cs+].[Cs+].[F:7][C:8]1[CH:13]=[CH:12][C:11]([S:14][C:15]2[C:16]([CH3:31])=[N:17][N:18]([CH2:21][CH2:22][NH:23][C:24](=[O:30])[O:25][C:26]([CH3:29])([CH3:28])[CH3:27])[C:19]=2[OH:20])=[CH:10][CH:9]=1.CI.O. Product: [F:7][C:8]1[CH:13]=[CH:12][C:11]([S:14][C:15]2[C:16]([CH3:31])=[N:17][N:18]([CH2:21][CH2:22][NH:23][C:24](=[O:30])[O:25][C:26]([CH3:27])([CH3:28])[CH3:29])[C:19]=2[O:20][CH3:1])=[CH:10][CH:9]=1. The catalyst class is: 13. (2) Reactant: C(OC([NH:8][C:9]1[S:13][C:12]([C:14]2[C:19]([F:20])=[CH:18][CH:17]=[CH:16][C:15]=2[F:21])=[N:11][C:10]=1[C:22]([OH:24])=O)=O)(C)(C)C.[NH2:25][C:26]1[C:27]([N:35]2[CH2:40][C@H:39]([C:41]([F:44])([F:43])[F:42])[CH2:38][C@H:37]([NH:45]C(=O)OC(C)(C)C)[CH2:36]2)=[C:28]2[CH2:34][CH2:33][O:32][C:29]2=[N:30][CH:31]=1.CN(C(ON1N=NC2C=CC=NC1=2)=[N+](C)C)C.F[P-](F)(F)(F)(F)F.CCN(C(C)C)C(C)C. Product: [NH2:8][C:9]1[S:13][C:12]([C:14]2[C:15]([F:21])=[CH:16][CH:17]=[CH:18][C:19]=2[F:20])=[N:11][C:10]=1[C:22]([NH:25][C:26]1[C:27]([N:35]2[CH2:40][C@H:39]([C:41]([F:44])([F:43])[F:42])[CH2:38][C@H:37]([NH2:45])[CH2:36]2)=[C:28]2[CH2:34][CH2:33][O:32][C:29]2=[N:30][CH:31]=1)=[O:24]. The catalyst class is: 3. (3) Reactant: [CH3:1][O:2][C:3]1[CH:4]=[C:5]2[C:10](=[CH:11][C:12]=1[O:13][CH3:14])[N:9]=[CH:8][N:7]=[C:6]2[O:15][C:16]1[CH:22]=[CH:21][C:19]([NH2:20])=[CH:18][CH:17]=1.C(O)C.[CH3:26][C:27]1[CH:32]=[CH:31][C:30]([C:33]([N:35]=[C:36]=[S:37])=[O:34])=[CH:29][CH:28]=1. Product: [CH3:1][O:2][C:3]1[CH:4]=[C:5]2[C:10](=[CH:11][C:12]=1[O:13][CH3:14])[N:9]=[CH:8][N:7]=[C:6]2[O:15][C:16]1[CH:22]=[CH:21][C:19]([NH:20][C:36]([NH:35][C:33](=[O:34])[C:30]2[CH:31]=[CH:32][C:27]([CH3:26])=[CH:28][CH:29]=2)=[S:37])=[CH:18][CH:17]=1. The catalyst class is: 11. (4) Reactant: [F:1][C:2]1[CH:3]=[C:4]([C:8]2[N:13]=[C:12]([CH3:14])[C:11]([C:15](Cl)=[O:16])=[CH:10][N:9]=2)[CH:5]=[CH:6][CH:7]=1.[N:18]1([NH2:27])[C:22]2=[N:23][CH:24]=[CH:25][CH:26]=[C:21]2[CH:20]=[CH:19]1.C([O-])([O-])=O.[K+].[K+]. Product: [N:18]1([NH:27][C:15]([C:11]2[C:12]([CH3:14])=[N:13][C:8]([C:4]3[CH:5]=[CH:6][CH:7]=[C:2]([F:1])[CH:3]=3)=[N:9][CH:10]=2)=[O:16])[C:22]2=[N:23][CH:24]=[CH:25][CH:26]=[C:21]2[CH:20]=[CH:19]1. The catalyst class is: 161. (5) The catalyst class is: 1. Reactant: [CH2:1]([O:8][C:9]1[CH:14]=[C:13]([O:15][CH2:16][CH2:17][C:18]2[CH:23]=[CH:22][CH:21]=[CH:20][CH:19]=2)[CH:12]=[CH:11][C:10]=1[N:24]1[S:28](=[O:30])(=[O:29])[N:27](CC[Si](C)(C)C)[C:26](=[O:37])[CH2:25]1)[C:2]1[CH:7]=[CH:6][CH:5]=[CH:4][CH:3]=1.[F-].C([N+](CCCC)(CCCC)CCCC)CCC. Product: [CH2:1]([O:8][C:9]1[CH:14]=[C:13]([O:15][CH2:16][CH2:17][C:18]2[CH:23]=[CH:22][CH:21]=[CH:20][CH:19]=2)[CH:12]=[CH:11][C:10]=1[N:24]1[S:28](=[O:30])(=[O:29])[NH:27][C:26](=[O:37])[CH2:25]1)[C:2]1[CH:3]=[CH:4][CH:5]=[CH:6][CH:7]=1. (6) Product: [CH3:28][O:27][CH2:26]/[CH:25]=[CH:24]/[C:2]1[CH:11]=[C:10]([C:12]([O:14][CH3:15])=[O:13])[C:9]2[C:4](=[CH:5][CH:6]=[CH:7][CH:8]=2)[N:3]=1. Reactant: Br[C:2]1[CH:11]=[C:10]([C:12]([O:14][CH3:15])=[O:13])[C:9]2[C:4](=[CH:5][CH:6]=[CH:7][CH:8]=2)[N:3]=1.CC1(C)C(C)(C)OB(/[CH:24]=[CH:25]/[CH2:26][O:27][CH3:28])O1.C([O-])([O-])=O.[Na+].[Na+]. The catalyst class is: 3.